From a dataset of Forward reaction prediction with 1.9M reactions from USPTO patents (1976-2016). Predict the product of the given reaction. (1) Given the reactants S(=O)(=O)(O)O.[Br:6][C:7]1[CH:8]=[C:9]([CH:13]=[C:14]([C:16]([F:19])([F:18])[F:17])[CH:15]=1)[C:10]([OH:12])=[O:11].[CH3:20]O, predict the reaction product. The product is: [Br:6][C:7]1[CH:8]=[C:9]([CH:13]=[C:14]([C:16]([F:17])([F:18])[F:19])[CH:15]=1)[C:10]([O:12][CH3:20])=[O:11]. (2) The product is: [N:33]12[CH2:40][CH2:39][CH:36]([CH2:37][CH2:38]1)[CH:35]([O:41][C:22](=[O:23])[NH:21][C:18]1([C:15]3[CH:14]=[CH:13][C:12]([C:9]4[CH:10]=[CH:11][C:6]([O:5][CH2:4][CH2:3][O:2][CH3:1])=[CH:7][CH:8]=4)=[CH:17][CH:16]=3)[CH2:19][CH2:20]1)[CH2:34]2. Given the reactants [CH3:1][O:2][CH2:3][CH2:4][O:5][C:6]1[CH:11]=[CH:10][C:9]([C:12]2[CH:17]=[CH:16][C:15]([C:18]3([NH:21][C:22](NC4C5CCN(CC5)C4)=[O:23])[CH2:20][CH2:19]3)=[CH:14][CH:13]=2)=[CH:8][CH:7]=1.[N:33]12[CH2:40][CH2:39][CH:36]([CH2:37][CH2:38]1)[CH:35]([OH:41])[CH2:34]2, predict the reaction product. (3) Given the reactants C(OC(=O)[NH:7][C:8]1[CH:13]=[CH:12][C:11]([C:14]2[CH:19]=[CH:18][CH:17]=[CH:16][C:15]=2[F:20])=[CH:10][C:9]=1[NH:21][C:22](=[O:37])[CH2:23][C:24]([C:26]1[N:27]=[C:28]([N:31]2[CH:35]=[C:34]([CH3:36])[N:33]=[CH:32]2)[S:29][CH:30]=1)=O)(C)(C)C.C(O)(C(F)(F)F)=O, predict the reaction product. The product is: [F:20][C:15]1[CH:16]=[CH:17][CH:18]=[CH:19][C:14]=1[C:11]1[CH:12]=[CH:13][C:8]2[N:7]=[C:24]([C:26]3[N:27]=[C:28]([N:31]4[CH:35]=[C:34]([CH3:36])[N:33]=[CH:32]4)[S:29][CH:30]=3)[CH2:23][C:22](=[O:37])[NH:21][C:9]=2[CH:10]=1. (4) Given the reactants [CH:1]1([CH:4]=[CH:5][C:6]2[S:10][C:9]([CH:11]=[O:12])=[CH:8][CH:7]=2)[CH2:3][CH2:2]1.[BH4-].[Na+].C(O)(=O)C.O, predict the reaction product. The product is: [CH:1]1([CH:4]=[CH:5][C:6]2[S:10][C:9]([CH2:11][OH:12])=[CH:8][CH:7]=2)[CH2:3][CH2:2]1. (5) Given the reactants [NH2:1][CH2:2][CH:3]([C:8]1([CH3:13])[O:12][CH2:11][CH2:10][O:9]1)[C:4]([O:6][CH3:7])=[O:5].[F:14][C:15]1[CH:25]=[CH:24][CH:23]=[C:17]2[C:18]([O:20][C:21](=O)[C:16]=12)=[O:19], predict the reaction product. The product is: [F:14][C:15]1[CH:25]=[CH:24][CH:23]=[C:17]2[C:16]=1[C:21](=[O:20])[N:1]([CH2:2][CH:3]([C:8]1([CH3:13])[O:9][CH2:10][CH2:11][O:12]1)[C:4]([O:6][CH3:7])=[O:5])[C:18]2=[O:19]. (6) Given the reactants CC(N=NC(C#N)(C)C)(C#N)C.[O:13]=[C:14]1[N:20]2[CH2:21][C@@H:16]([CH2:17][CH2:18][C@H:19]2[C:22]([NH:24][CH:25]2[CH2:30][CH2:29][N:28]([C:31]([O:33][C:34]([CH3:37])([CH3:36])[CH3:35])=[O:32])[CH2:27][CH2:26]2)=[O:23])[N:15]1OC(OC1C=CC=CC=1)=S.C([SnH](CCCC)CCCC)CCC, predict the reaction product. The product is: [O:13]=[C:14]1[N:20]2[CH2:21][C@@H:16]([CH2:17][CH2:18][C@H:19]2[C:22]([NH:24][CH:25]2[CH2:30][CH2:29][N:28]([C:31]([O:33][C:34]([CH3:37])([CH3:36])[CH3:35])=[O:32])[CH2:27][CH2:26]2)=[O:23])[NH:15]1. (7) Given the reactants N1CCCCC1.C1C2C(COC([N:24]3[CH:29]4[CH2:30][N:31]([CH2:33][C:34]5[CH:39]=[CH:38][CH:37]=[CH:36][C:35]=5[C:40]([N:42]5[CH2:56][C:45]6=[C:46]7[N:51]([N:52]=[C:44]6[CH2:43]5)[C:50]([CH3:53])=[C:49]([Cl:54])[C:48]([CH3:55])=[N:47]7)=[O:41])[CH2:32][CH:25]3[CH2:26][O:27][CH2:28]4)=O)C3C(=CC=CC=3)C=2C=CC=1, predict the reaction product. The product is: [ClH:54].[ClH:54].[Cl:54][C:49]1[C:48]([CH3:55])=[N:47][C:46]2[N:51]([N:52]=[C:44]3[CH2:43][N:42]([C:40]([C:35]4[CH:36]=[CH:37][CH:38]=[CH:39][C:34]=4[CH2:33][N:31]4[CH2:32][CH:25]5[NH:24][CH:29]([CH2:28][O:27][CH2:26]5)[CH2:30]4)=[O:41])[CH2:56][C:45]3=2)[C:50]=1[CH3:53].